Dataset: Forward reaction prediction with 1.9M reactions from USPTO patents (1976-2016). Task: Predict the product of the given reaction. Given the reactants [Br:1][C:2]1[CH:3]=[C:4]2[C:12](=[C:13]([C:15](=[O:17])[NH2:16])[CH:14]=1)[NH:11][C:10]1[CH:9]=[C:8]([C:18]([O:20][CH2:21][CH3:22])=[O:19])[CH:7]=[CH:6][C:5]2=1.C([O-])([O-])=O.[K+].[K+].Br[CH2:30][CH:31]1[CH2:33][CH2:32]1, predict the reaction product. The product is: [Br:1][C:2]1[CH:3]=[C:4]2[C:12](=[C:13]([C:15](=[O:17])[NH2:16])[CH:14]=1)[N:11]([CH2:30][CH:31]1[CH2:33][CH2:32]1)[C:10]1[CH:9]=[C:8]([C:18]([O:20][CH2:21][CH3:22])=[O:19])[CH:7]=[CH:6][C:5]2=1.